From a dataset of Forward reaction prediction with 1.9M reactions from USPTO patents (1976-2016). Predict the product of the given reaction. (1) Given the reactants C(C1(C2C=CC=CC=2)NC(=O)NC1=O)C.BrCC(C1C=CC([N+]([O-])=O)=CC=1)=O.[CH2:29]([C:31]1([C:50]2[CH:55]=[CH:54][CH:53]=[CH:52][CH:51]=2)[NH:35][C:34](=[O:36])[N:33]([CH2:37][C:38]([C:40]2[CH:45]=[CH:44][C:43]([N+:46]([O-])=O)=[CH:42][CH:41]=2)=[O:39])[C:32]1=[O:49])[CH3:30].O.O.Cl[Sn]Cl, predict the reaction product. The product is: [NH2:46][C:43]1[CH:44]=[CH:45][C:40]([C:38](=[O:39])[CH2:37][N:33]2[C:32](=[O:49])[C:31]([CH2:29][CH3:30])([C:50]3[CH:55]=[CH:54][CH:53]=[CH:52][CH:51]=3)[NH:35][C:34]2=[O:36])=[CH:41][CH:42]=1. (2) Given the reactants [C:1]1(=O)[C:10]2[C:5](=[CH:6][CH:7]=[CH:8][CH:9]=2)[CH2:4][CH2:3][CH2:2]1.[NH2:12][OH:13], predict the reaction product. The product is: [C:1]1(=[N:12][OH:13])[C:10]2[C:5](=[CH:6][CH:7]=[CH:8][CH:9]=2)[CH2:4][CH2:3][CH2:2]1. (3) Given the reactants [CH2:1]([O:8][C:9](=[O:25])[NH:10][CH2:11][CH2:12][CH2:13][CH2:14][CH2:15][CH2:16][N:17]1[CH2:21][CH:20]([OH:22])[CH2:19][CH:18]1[CH2:23][OH:24])[C:2]1[CH:7]=[CH:6][CH:5]=[CH:4][CH:3]=1.[C:26](Cl)(C1C=CC=CC=1)([C:35]1[CH:42]=[CH:41][C:38]([O:39][CH3:40])=[CH:37][CH:36]=1)[C:27]1[CH:34]=[CH:33][C:30]([O:31][CH3:32])=[CH:29][CH:28]=1, predict the reaction product. The product is: [CH2:1]([O:8][C:9](=[O:25])[NH:10][CH2:11][CH2:12][CH2:13][CH2:14][CH2:15][CH2:16][N:17]1[CH2:21][CH:20]([OH:22])[CH2:19][CH:18]1[CH:23]([C:2]1[CH:7]=[CH:6][CH:5]=[CH:4][CH:3]=1)[O:24][CH:26]([C:27]1[CH:34]=[CH:33][C:30]([O:31][CH3:32])=[CH:29][CH:28]=1)[C:35]1[CH:36]=[CH:37][C:38]([O:39][CH3:40])=[CH:41][CH:42]=1)[C:2]1[CH:7]=[CH:6][CH:5]=[CH:4][CH:3]=1. (4) Given the reactants [CH:1]1([N:5]2[CH2:10][CH2:9][C:8]3([CH2:15][CH2:14][NH:13][CH2:12][CH2:11]3)[CH2:7][CH2:6]2)[CH2:4][CH2:3][CH2:2]1.F[C:17]1[CH:27]=[CH:26][C:20]([C:21]([O:23][CH2:24][CH3:25])=[O:22])=[CH:19][CH:18]=1.C(=O)([O-])[O-].[K+].[K+].O, predict the reaction product. The product is: [CH:1]1([N:5]2[CH2:6][CH2:7][C:8]3([CH2:15][CH2:14][N:13]([C:17]4[CH:27]=[CH:26][C:20]([C:21]([O:23][CH2:24][CH3:25])=[O:22])=[CH:19][CH:18]=4)[CH2:12][CH2:11]3)[CH2:9][CH2:10]2)[CH2:4][CH2:3][CH2:2]1. (5) Given the reactants [CH3:1][O:2][C:3]1[CH:4]=[C:5]([C:11]2[CH2:15][CH:14]([CH2:16][CH2:17][CH:18]=O)[O:13][N:12]=2)[CH:6]=[CH:7][C:8]=1[O:9][CH3:10].[C:20]1([N:26]2[CH2:31][CH2:30][NH:29][CH2:28][CH2:27]2)[CH:25]=[CH:24][CH:23]=[CH:22][CH:21]=1.[BH-](OC(C)=O)(OC(C)=O)OC(C)=O.[Na+], predict the reaction product. The product is: [CH3:1][O:2][C:3]1[CH:4]=[C:5]([C:11]2[CH2:15][CH:14]([CH2:16][CH2:17][CH2:18][N:29]3[CH2:30][CH2:31][N:26]([C:20]4[CH:25]=[CH:24][CH:23]=[CH:22][CH:21]=4)[CH2:27][CH2:28]3)[O:13][N:12]=2)[CH:6]=[CH:7][C:8]=1[O:9][CH3:10]. (6) Given the reactants [OH:1][C:2]1[C:7]([C:8]2[CH:13]=[CH:12][C:11]([C:14]([F:17])([F:16])[F:15])=[CH:10][C:9]=2[CH2:18][N:19]2[C@@H:23]([CH3:24])[C@@H:22]([C:25]3[CH:30]=[CH:29][CH:28]=[CH:27][CH:26]=3)[O:21][C:20]2=[O:31])=[CH:6][C:5]([CH2:32][C:33]([OH:35])=[O:34])=[CH:4][CH:3]=1.Br[CH2:37][CH:38]1[CH2:40][CH2:39]1, predict the reaction product. The product is: [CH:40]1([CH2:39][O:34][C:33](=[O:35])[CH2:32][C:5]2[CH:6]=[C:7]([C:8]3[CH:13]=[CH:12][C:11]([C:14]([F:15])([F:16])[F:17])=[CH:10][C:9]=3[CH2:18][N:19]3[C@@H:23]([CH3:24])[C@@H:22]([C:25]4[CH:30]=[CH:29][CH:28]=[CH:27][CH:26]=4)[O:21][C:20]3=[O:31])[C:2]([O:1][CH2:37][CH:38]3[CH2:40][CH2:39]3)=[CH:3][CH:4]=2)[CH2:38][CH2:37]1. (7) Given the reactants [Cl:1][C:2]1[C:3]([N:10]([CH:19]2[CH2:24][CH2:23][O:22][CH2:21][CH2:20]2)[NH:11]C(OC(C)(C)C)=O)=[N:4][C:5]([C:8]#[N:9])=[N:6][CH:7]=1.C1(C)C=CC(S(O)(=O)=O)=CC=1, predict the reaction product. The product is: [Cl:1][C:2]1[C:3]([N:10]([CH:19]2[CH2:24][CH2:23][O:22][CH2:21][CH2:20]2)[NH2:11])=[N:4][C:5]([C:8]#[N:9])=[N:6][CH:7]=1. (8) The product is: [CH3:51][O:50][C:46](=[O:49])[CH2:47][CH2:48][NH:1][CH2:2][CH2:3][NH:4][C:5]([C@:7]12[CH2:42][CH2:41][C@@H:40]([C:43]([CH3:45])=[CH2:44])[C@@H:8]1[C@@H:9]1[C@@:22]([CH3:25])([CH2:23][CH2:24]2)[C@@:21]2([CH3:26])[C@@H:12]([C@:13]3([CH3:39])[C@@H:18]([CH2:19][CH2:20]2)[C:17]([CH3:27])([CH3:28])[C:16]([C:29]2[CH:30]=[CH:31][C:32]([C:33]([O:35][CH3:36])=[O:34])=[CH:37][CH:38]=2)=[CH:15][CH2:14]3)[CH2:11][CH2:10]1)=[O:6]. Given the reactants [NH2:1][CH2:2][CH2:3][NH:4][C:5]([C@:7]12[CH2:42][CH2:41][C@@H:40]([C:43]([CH3:45])=[CH2:44])[C@@H:8]1[C@@H:9]1[C@@:22]([CH3:25])([CH2:23][CH2:24]2)[C@@:21]2([CH3:26])[C@@H:12]([C@:13]3([CH3:39])[C@@H:18]([CH2:19][CH2:20]2)[C:17]([CH3:28])([CH3:27])[C:16]([C:29]2[CH:38]=[CH:37][C:32]([C:33]([O:35][CH3:36])=[O:34])=[CH:31][CH:30]=2)=[CH:15][CH2:14]3)[CH2:11][CH2:10]1)=[O:6].[C:46]([O:50][CH3:51])(=[O:49])[CH:47]=[CH2:48], predict the reaction product. (9) The product is: [CH3:27][O:28][C:29](=[O:33])[CH2:30][CH2:31][S:32][C:13]1[S:12][C:11]([NH:10][C:8](=[O:9])[C:7]2[CH:17]=[C:18]([O:20][C:21]3[CH:26]=[CH:25][CH:24]=[CH:23][CH:22]=3)[CH:19]=[C:5]([O:4][CH:1]([CH3:3])[CH3:2])[CH:6]=2)=[N:15][CH:14]=1. Given the reactants [CH:1]([O:4][C:5]1[CH:6]=[C:7]([CH:17]=[C:18]([O:20][C:21]2[CH:26]=[CH:25][CH:24]=[CH:23][CH:22]=2)[CH:19]=1)[C:8]([NH:10][C:11]1[S:12][C:13](Br)=[CH:14][N:15]=1)=[O:9])([CH3:3])[CH3:2].[CH3:27][O:28][C:29](=[O:33])[CH2:30][CH2:31][SH:32], predict the reaction product.